This data is from Full USPTO retrosynthesis dataset with 1.9M reactions from patents (1976-2016). The task is: Predict the reactants needed to synthesize the given product. (1) Given the product [CH3:35][O:36][C:37](=[O:50])[CH2:38][CH:39]([NH:9][CH:2]([CH3:1])[C:3]1[CH:8]=[CH:7][CH:6]=[CH:5][CH:4]=1)[C:40]1[CH:41]=[N:42][C:43]2[C:48]([CH:49]=1)=[CH:47][CH:46]=[CH:45][CH:44]=2, predict the reactants needed to synthesize it. The reactants are: [CH3:1][CH:2]([NH2:9])[C:3]1[CH:8]=[CH:7][CH:6]=[CH:5][CH:4]=1.C(N(CC)CC)C.C[Si](Cl)(C)C.Cl.C(N(CC)CC)C.C([Li])CCC.[CH3:35][O:36][C:37](=[O:50])[CH:38]=[CH:39][C:40]1[CH:41]=[N:42][C:43]2[C:48]([CH:49]=1)=[CH:47][CH:46]=[CH:45][CH:44]=2. (2) Given the product [OH:10][C:4]1[C:3]([CH2:17][N:18]([CH3:11])[CH3:19])=[C:2]([F:1])[C:7]([F:8])=[C:6]([F:9])[CH:5]=1, predict the reactants needed to synthesize it. The reactants are: [F:1][C:2]1[CH:3]=[C:4]([OH:10])[CH:5]=[C:6]([F:9])[C:7]=1[F:8].[CH2:11]=O.O.ClCCl.[CH3:17][NH:18][CH3:19].